Dataset: Reaction yield outcomes from USPTO patents with 853,638 reactions. Task: Predict the reaction yield, written as a fraction of the theoretical maximum amount of product (1.0 means a 100% yield; for example, 0.34 means a 34% yield). (1) The yield is 0.990. The reactants are [CH2:1]([P:3]([CH2:6][CH2:7][CH3:8])(=[O:5])[OH:4])[CH3:2].[CH2:9](O)[CH2:10][OH:11]. The catalyst is C1(C)C=CC=CC=1. The product is [CH2:1]([P:3]([CH2:6][CH2:7][CH3:8])(=[O:4])[O:5][CH2:9][CH2:10][OH:11])[CH3:2]. (2) The catalyst is C(Cl)Cl.C([O-])(O)=O.[Na+]. The yield is 0.950. The product is [C:1]([C:5]1[CH:45]=[CH:44][C:8]([C:9]([NH:11][C@@H:12]([CH2:17][C:18]2[CH:19]=[CH:20][C:21]([C:24]3[O:25][C:28]([C:29]4[CH:34]=[CH:33][C:32]([O:35][CH2:36][CH2:37][CH2:38][CH2:39][CH2:40][CH2:41][CH3:42])=[CH:31][CH:30]=4)=[N:27][N:26]=3)=[CH:22][CH:23]=2)[C:13]([O:15][CH3:16])=[O:14])=[O:10])=[CH:7][CH:6]=1)([CH3:4])([CH3:3])[CH3:2]. The reactants are [C:1]([C:5]1[CH:45]=[CH:44][C:8]([C:9]([NH:11][C@@H:12]([CH2:17][C:18]2[CH:23]=[CH:22][C:21]([C:24]([NH:26][NH:27][C:28](=O)[C:29]3[CH:34]=[CH:33][C:32]([O:35][CH2:36][CH2:37][CH2:38][CH2:39][CH2:40][CH2:41][CH3:42])=[CH:31][CH:30]=3)=[O:25])=[CH:20][CH:19]=2)[C:13]([O:15][CH3:16])=[O:14])=[O:10])=[CH:7][CH:6]=1)([CH3:4])([CH3:3])[CH3:2].[Cl-].ClC1N(C)CC[NH+]1C.